From a dataset of Reaction yield outcomes from USPTO patents with 853,638 reactions. Predict the reaction yield, written as a fraction of the theoretical maximum amount of product (1.0 means a 100% yield; for example, 0.34 means a 34% yield). (1) The product is [CH2:15]([N:11]1[CH2:12][CH2:13][N:7]([C:6]([O:5][C:1]([CH3:4])([CH3:3])[CH3:2])=[O:25])[C@H:8]([CH:22]([CH3:24])[CH3:23])[C:9]1=[O:10])[C:16]1[CH:21]=[CH:20][CH:19]=[CH:18][CH:17]=1. The catalyst is CN(C=O)C. The reactants are [C:1]([O:5][C:6](=[O:25])[NH:7][C@H:8]([CH:22]([CH3:24])[CH3:23])[C:9]([N:11]([CH2:15][C:16]1[CH:21]=[CH:20][CH:19]=[CH:18][CH:17]=1)[CH2:12][CH2:13]Cl)=[O:10])([CH3:4])([CH3:3])[CH3:2].[H-].[Na+]. The yield is 0.630. (2) The reactants are [Cl:1][C:2]1[C:10]2[C:5](=[CH:6][C:7]([S:11]([N:14]3[CH2:19][C:18](=[O:20])[N:17]([CH2:21][CH:22]4[CH2:27][CH2:26][N:25]([C:28]5[CH:33]=[CH:32][C:31](=[O:34])[N:30]([CH3:35])[N:29]=5)[CH2:24][CH2:23]4)[CH:16]([C:36](O)=[O:37])[CH2:15]3)(=[O:13])=[O:12])=[CH:8][CH:9]=2)[NH:4][CH:3]=1.[CH:39]([N:42](C(C)C)CC)([CH3:41])[CH3:40].F[B-](F)(F)F.N1(OC(N(C)C)=[N+](C)C)C2C=CC=CC=2N=N1.C(NC(C)C)(C)C.C(N)(C)C. The catalyst is CN(C)C=O. The product is [CH:39]([NH:42][C:36]([C@@H:16]1[CH2:15][N:14]([S:11]([C:7]2[CH:6]=[C:5]3[C:10]([C:2]([Cl:1])=[CH:3][NH:4]3)=[CH:9][CH:8]=2)(=[O:13])=[O:12])[CH2:19][C:18](=[O:20])[N:17]1[CH2:21][CH:22]1[CH2:23][CH2:24][N:25]([C:28]2[CH:33]=[CH:32][C:31](=[O:34])[N:30]([CH3:35])[N:29]=2)[CH2:26][CH2:27]1)=[O:37])([CH3:41])[CH3:40]. The yield is 0.530.